Task: Regression. Given a peptide amino acid sequence and an MHC pseudo amino acid sequence, predict their binding affinity value. This is MHC class II binding data.. Dataset: Peptide-MHC class II binding affinity with 134,281 pairs from IEDB (1) The peptide sequence is SGTNNKTMAVCTNAK. The MHC is HLA-DPA10201-DPB11401 with pseudo-sequence HLA-DPA10201-DPB11401. The binding affinity (normalized) is 0.0343. (2) The peptide sequence is RVLDILVARRLLLKK. The MHC is DRB1_0401 with pseudo-sequence DRB1_0401. The binding affinity (normalized) is 0.612.